This data is from Forward reaction prediction with 1.9M reactions from USPTO patents (1976-2016). The task is: Predict the product of the given reaction. Given the reactants C(O)(=O)/C=C/C(O)=O.C([O:13][C:14](=[O:56])[CH2:15][N:16]1[C:22]2[CH:23]=[CH:24][C:25]([Cl:27])=[CH:26][C:21]=2[C@@H:20]([C:28]2[CH:33]=[CH:32][CH:31]=[C:30]([O:34][CH2:35][CH2:36][CH2:37][NH:38][CH2:39][CH2:40][CH2:41][C:42]3[CH:47]=[CH:46][CH:45]=[CH:44][CH:43]=3)[C:29]=2[O:48][CH3:49])[O:19][C@H:18]([CH2:50][C:51]([O:53][CH3:54])=[O:52])[C:17]1=[O:55])(C)(C)C.Cl.C(OCC)(=O)C, predict the reaction product. The product is: [ClH:27].[Cl:27][C:25]1[CH:24]=[CH:23][C:22]2[N:16]([CH2:15][C:14]([OH:56])=[O:13])[C:17](=[O:55])[C@@H:18]([CH2:50][C:51]([O:53][CH3:54])=[O:52])[O:19][C@H:20]([C:28]3[CH:33]=[CH:32][CH:31]=[C:30]([O:34][CH2:35][CH2:36][CH2:37][NH:38][CH2:39][CH2:40][CH2:41][C:42]4[CH:43]=[CH:44][CH:45]=[CH:46][CH:47]=4)[C:29]=3[O:48][CH3:49])[C:21]=2[CH:26]=1.